This data is from Catalyst prediction with 721,799 reactions and 888 catalyst types from USPTO. The task is: Predict which catalyst facilitates the given reaction. (1) Reactant: [F:1][C:2]1[CH:3]=[C:4]([CH:31]=[CH:32][C:33]=1[NH:34][C:35]([C:37]1([C:40](=[O:49])[NH:41][C:42]2[CH:47]=[CH:46][C:45]([F:48])=[CH:44][CH:43]=2)[CH2:39][CH2:38]1)=[O:36])[O:5][C:6]1[CH:11]=[CH:10][N:9]=[C:8]([N:12]([C:22]([O:24]C2C=CC=CC=2)=O)C(=O)OC2C=CC=CC=2)[CH:7]=1.[N:50]1([CH:55]2[CH2:60][CH2:59][NH:58][CH2:57][CH2:56]2)[CH2:54][CH2:53][CH2:52][CH2:51]1. The catalyst class is: 9. Product: [F:48][C:45]1[CH:44]=[CH:43][C:42]([NH:41][C:40]([C:37]2([C:35]([NH:34][C:33]3[CH:32]=[CH:31][C:4]([O:5][C:6]4[CH:11]=[CH:10][N:9]=[C:8]([NH:12][C:22]([N:58]5[CH2:59][CH2:60][CH:55]([N:50]6[CH2:54][CH2:53][CH2:52][CH2:51]6)[CH2:56][CH2:57]5)=[O:24])[CH:7]=4)=[CH:3][C:2]=3[F:1])=[O:36])[CH2:38][CH2:39]2)=[O:49])=[CH:47][CH:46]=1. (2) Reactant: [Br:1][C:2]1[CH:3]=[C:4]([CH:7]=[CH:8][CH:9]=1)[CH:5]=[O:6].C[Si]([C:14]#[N:15])(C)C.C(N(CC)C(C)C)(C)C.[H-].[Al+3].[Li+].[H-].[H-].[H-]. Product: [NH2:15][CH2:14][CH:5]([C:4]1[CH:7]=[CH:8][CH:9]=[C:2]([Br:1])[CH:3]=1)[OH:6]. The catalyst class is: 1. (3) Reactant: C(NC(C)C)(C)C.C([Li])CCC.[CH2:13]([O:20][C:21](=[O:31])[NH:22][C:23]1[CH:28]=[CH:27][C:26]([F:29])=[CH:25][C:24]=1[F:30])[C:14]1[CH:19]=[CH:18][CH:17]=[CH:16][CH:15]=1.CN(C)[CH:34]=[O:35].Cl. Product: [CH2:13]([O:20][C:21](=[O:31])[NH:22][C:23]1[CH:28]=[CH:27][C:26]([F:29])=[C:25]([CH:34]=[O:35])[C:24]=1[F:30])[C:14]1[CH:15]=[CH:16][CH:17]=[CH:18][CH:19]=1. The catalyst class is: 30. (4) Reactant: [Br:1][C:2]1[CH:3]=[CH:4][C:5]2[CH:9](O)[CH2:8][S:7][C:6]=2[CH:11]=1.B(F)(F)F.CCOCC.[OH-].[Na+]. Product: [Br:1][C:2]1[CH:3]=[CH:4][C:5]2[CH:9]=[CH:8][S:7][C:6]=2[CH:11]=1. The catalyst class is: 52. (5) The catalyst class is: 14. Product: [ClH:2].[ClH:1].[Cl:2][C:3]1[CH:4]=[C:5](/[CH:23]=[C:24](\[F:35])/[C:25]([NH:27][OH:28])=[O:26])[CH:6]=[N:7][C:8]=1[NH:9][C@@H:10]1[CH2:15][CH2:14][CH2:13][N:12]([CH2:16][CH:17]2[CH2:22][CH2:21][CH2:20][CH2:19][CH2:18]2)[CH2:11]1. Reactant: [ClH:1].[Cl:2][C:3]1[CH:4]=[C:5](/[CH:23]=[C:24](\[F:35])/[C:25]([NH:27][O:28]C2CCCCO2)=[O:26])[CH:6]=[N:7][C:8]=1[NH:9][C@@H:10]1[CH2:15][CH2:14][CH2:13][N:12]([CH2:16][CH:17]2[CH2:22][CH2:21][CH2:20][CH2:19][CH2:18]2)[CH2:11]1.CCOC(C)=O. (6) Reactant: C([O:3][C:4]([C:6]1[N:7]([CH2:24][C:25]2[CH:30]=[CH:29][CH:28]=[CH:27][CH:26]=2)[C:8]2[C:13]([C:14]=1[S:15][C:16]1[CH:21]=[CH:20][CH:19]=[C:18]([Br:22])[CH:17]=1)=[CH:12][CH:11]=[C:10]([Cl:23])[CH:9]=2)=[O:5])C.[Li+].[OH-]. Product: [CH2:24]([N:7]1[C:8]2[C:13](=[CH:12][CH:11]=[C:10]([Cl:23])[CH:9]=2)[C:14]([S:15][C:16]2[CH:21]=[CH:20][CH:19]=[C:18]([Br:22])[CH:17]=2)=[C:6]1[C:4]([OH:5])=[O:3])[C:25]1[CH:30]=[CH:29][CH:28]=[CH:27][CH:26]=1. The catalyst class is: 5.